This data is from Full USPTO retrosynthesis dataset with 1.9M reactions from patents (1976-2016). The task is: Predict the reactants needed to synthesize the given product. (1) Given the product [CH3:20][C:21]1([CH3:27])[CH2:26][CH2:25][N:24]([C:10]2[N:11]=[C:6]([CH2:5][C:4]3[CH:17]=[CH:18][CH:19]=[C:2]([Cl:1])[CH:3]=3)[NH:7][C:8](=[O:16])[C:9]=2[C:14]#[N:15])[CH2:23][CH2:22]1, predict the reactants needed to synthesize it. The reactants are: [Cl:1][C:2]1[CH:3]=[C:4]([CH:17]=[CH:18][CH:19]=1)[CH2:5][C:6]1[NH:7][C:8](=[O:16])[C:9]([C:14]#[N:15])=[C:10](SC)[N:11]=1.[CH3:20][C:21]1([CH3:27])[CH2:26][CH2:25][NH:24][CH2:23][CH2:22]1. (2) Given the product [Cl:18][CH2:17][C@@H:19]([OH:21])[CH2:20][C:2]1[CH:7]=[CH:6][CH:5]=[C:4]([O:8][CH2:9][CH:10]([CH2:14][CH2:15][CH3:16])[CH2:11][CH2:12][CH3:13])[CH:3]=1, predict the reactants needed to synthesize it. The reactants are: Br[C:2]1[CH:7]=[CH:6][CH:5]=[C:4]([O:8][CH2:9][CH:10]([CH2:14][CH2:15][CH3:16])[CH2:11][CH2:12][CH3:13])[CH:3]=1.[CH2:17]([C@@H:19]1[O:21][CH2:20]1)[Cl:18]. (3) Given the product [N:1]1([C:7]2[CH:12]=[CH:11][C:10]([CH2:13][NH:14][C:33]([NH:31][C:30]3[C:28]4[NH:27][C:19](=[O:25])[NH:1][C:2]=4[CH:3]=[CH:4][CH:5]=3)=[O:34])=[CH:9][CH:8]=2)[CH2:6][CH2:5][CH2:4][CH2:3][CH2:2]1, predict the reactants needed to synthesize it. The reactants are: [N:1]1([C:7]2[CH:12]=[CH:11][C:10]([CH2:13][NH2:14])=[CH:9][CH:8]=2)[CH2:6][CH2:5][CH2:4][CH2:3][CH2:2]1.ClC(Cl)(O[C:19](=[O:25])OC(Cl)(Cl)Cl)Cl.[N-:27]=[C:28]=O.[CH3:30][N:31]([CH:33]=[O:34])C. (4) Given the product [CH:1](=[O:5])[CH2:2][CH2:3][CH3:4].[CH2:6]([OH:12])[CH2:7][O:8][CH2:9][CH2:10][OH:11], predict the reactants needed to synthesize it. The reactants are: [CH:1](=[O:5])[CH2:2][CH2:3][CH3:4].[CH2:6]([OH:12])[CH2:7][O:8][CH2:9][CH2:10][OH:11]. (5) The reactants are: Cl[C:2]1[C:3]([C:10]2[C:11]([NH2:17])=[N:12][CH:13]=[C:14]([F:16])[CH:15]=2)=[CH:4][C:5]([O:8][CH3:9])=[N:6][CH:7]=1.CC(C)([O-])C.[K+]. Given the product [F:16][C:14]1[CH:15]=[C:10]2[C:3]3[C:2](=[CH:7][N:6]=[C:5]([O:8][CH3:9])[CH:4]=3)[NH:17][C:11]2=[N:12][CH:13]=1, predict the reactants needed to synthesize it. (6) Given the product [C:18]([C:13]1[CH:12]=[C:11]([CH:16]=[CH:15][C:14]=1[F:17])[CH2:10][N:7]([O:8][CH3:9])[C:6]([C:5]1[CH2:31][N:32]([CH3:33])[C:3](=[O:22])[C:4]=1[OH:21])=[O:20])#[N:19], predict the reactants needed to synthesize it. The reactants are: CO[C:3](=[O:22])[C:4]([OH:21])=[CH:5][C:6](=[O:20])[N:7]([CH2:10][C:11]1[CH:16]=[CH:15][C:14]([F:17])=[C:13]([C:18]#[N:19])[CH:12]=1)[O:8][CH3:9].C=O.CN.ClC1C=C(C=CC=1Cl)[CH2:31][N:32](C)[C:33](C1CN(C)C(=O)C=1O)=O. (7) Given the product [CH3:26][P:19]1[C:20](=[O:25])[N:21]([CH3:22])[C:9](=[O:10])[N:8]1[CH:6]([CH3:7])[CH3:5], predict the reactants needed to synthesize it. The reactants are: CN=C=O.[CH3:5][CH:6]([N:8]=[C:9]=[O:10])[CH3:7].CP1CC=CC1.CN1[C:22](=O)[N:21](C)[C:20](=[O:25])[P:19]1[CH3:26]. (8) Given the product [F:1][C:2]1[CH:3]=[CH:4][C:5]([O:19][CH3:20])=[C:6]([C:8]([CH3:18])([CH3:17])[CH2:9][C:10]([OH:11])([C:13]([F:16])([F:15])[F:14])[CH2:12][N:21]2[C:29]3[C:24](=[CH:25][CH:26]=[CH:27][CH:28]=3)[C:23](=[O:30])[NH:22]2)[CH:7]=1, predict the reactants needed to synthesize it. The reactants are: [F:1][C:2]1[CH:3]=[CH:4][C:5]([O:19][CH3:20])=[C:6]([C:8]([CH3:18])([CH3:17])[CH2:9][C:10]2([C:13]([F:16])([F:15])[F:14])[CH2:12][O:11]2)[CH:7]=1.[NH:21]1[C:29]2[C:24](=[CH:25][CH:26]=[CH:27][CH:28]=2)[C:23](=[O:30])[NH:22]1.C[Si]([N-][Si](C)(C)C)(C)C.[Na+].